This data is from Forward reaction prediction with 1.9M reactions from USPTO patents (1976-2016). The task is: Predict the product of the given reaction. (1) Given the reactants [F:1][C:2]([F:40])([F:39])[C@H:3]([N:26]1[CH2:30][CH2:29][C@H:28]([NH:31][C:32](=[O:38])[O:33][C:34]([CH3:37])([CH3:36])[CH3:35])[CH2:27]1)[C:4]1[CH:5]=[N:6][C:7]([NH:10]/[N:11]=[CH:12]/[C:13]2[CH:22]=[CH:21][C:20]3[C:15](=[CH:16][C:17]([O:24][CH3:25])=[C:18]([CH3:23])[CH:19]=3)[N:14]=2)=[CH:8][CH:9]=1.C(O)(=O)C.C(O)(=O)C.I(C1C=CC=CC=1)=O, predict the reaction product. The product is: [F:40][C:2]([F:39])([F:1])[C@H:3]([N:26]1[CH2:30][CH2:29][C@H:28]([NH:31][C:32](=[O:38])[O:33][C:34]([CH3:36])([CH3:37])[CH3:35])[CH2:27]1)[C:4]1[CH:9]=[CH:8][C:7]2[N:6]([C:12]([C:13]3[CH:22]=[CH:21][C:20]4[C:15](=[CH:16][C:17]([O:24][CH3:25])=[C:18]([CH3:23])[CH:19]=4)[N:14]=3)=[N:11][N:10]=2)[CH:5]=1. (2) Given the reactants [F:1][C:2]1[CH:3]=[CH:4][C:5]([O:19][CH3:20])=[C:6]([C:8]([CH3:18])([CH3:17])[CH2:9][C:10]2([C:13]([F:16])([F:15])[F:14])[CH2:12][O:11]2)[CH:7]=1.[CH2:21]([C:23]1[N:28]=[C:27]2[N:29]([C:32]3[CH:37]=[CH:36][CH:35]=[CH:34][CH:33]=3)[N:30]=[CH:31][C:26]2=[C:25]([NH2:38])[N:24]=1)[CH3:22], predict the reaction product. The product is: [CH2:21]([C:23]1[N:28]=[C:27]2[N:29]([C:32]3[CH:33]=[CH:34][CH:35]=[CH:36][CH:37]=3)[N:30]=[CH:31][C:26]2=[C:25]([NH:38][CH2:12][C:10]([OH:11])([CH2:9][C:8]([C:6]2[CH:7]=[C:2]([F:1])[CH:3]=[CH:4][C:5]=2[O:19][CH3:20])([CH3:18])[CH3:17])[C:13]([F:16])([F:15])[F:14])[N:24]=1)[CH3:22]. (3) Given the reactants [O:1]1[C:5]2[CH:6]=[CH:7][C:8]([CH2:10][N:11]3[C:20]([C:21]([OH:23])=[O:22])=[C:19]([C:24]4[CH:29]=[CH:28][CH:27]=[CH:26][CH:25]=4)[C:18]4[C:13](=[CH:14][CH:15]=[C:16]([Br:30])[CH:17]=4)[C:12]3=[O:31])=[CH:9][C:4]=2[O:3][CH2:2]1.[CH2:32](O)[C:33]1[CH:38]=[CH:37][CH:36]=[CH:35][CH:34]=1, predict the reaction product. The product is: [CH2:32]([O:22][C:21]([C:20]1[N:11]([CH2:10][C:8]2[CH:7]=[CH:6][C:5]3[O:1][CH2:2][O:3][C:4]=3[CH:9]=2)[C:12](=[O:31])[C:13]2[C:18]([C:19]=1[C:24]1[CH:29]=[CH:28][CH:27]=[CH:26][CH:25]=1)=[CH:17][C:16]([Br:30])=[CH:15][CH:14]=2)=[O:23])[C:33]1[CH:38]=[CH:37][CH:36]=[CH:35][CH:34]=1. (4) Given the reactants C1C2C(COC([CH2:18][C:19]([N:21]3[CH2:25][C:24]([F:27])([F:26])[CH2:23][C@@H:22]3[C:28]([O:30]C)=O)=[O:20])=O)C3C(=CC=CC=3)C=2C=CC=1.[NH:32]1CCCCC1, predict the reaction product. The product is: [F:26][C:24]1([F:27])[CH2:25][N:21]2[C:19](=[O:20])[CH2:18][NH:32][C:28](=[O:30])[C@@H:22]2[CH2:23]1. (5) The product is: [CH2:1]([O:8][C:9]1[CH:10]=[C:11]([C:15]2[CH2:19][C:18]([CH2:25][C:26]([OH:28])=[O:27])([CH2:20][C:21]([OH:23])=[O:22])[O:17][N:16]=2)[CH:12]=[CH:13][CH:14]=1)[C:2]1[CH:3]=[CH:4][CH:5]=[CH:6][CH:7]=1. Given the reactants [CH2:1]([O:8][C:9]1[CH:10]=[C:11]([C:15]2[CH2:19][C:18]([CH2:25][C:26]([O:28]CCCC)=[O:27])([CH2:20][C:21]([O:23]C)=[O:22])[O:17][N:16]=2)[CH:12]=[CH:13][CH:14]=1)[C:2]1[CH:7]=[CH:6][CH:5]=[CH:4][CH:3]=1.C1COCC1.[OH-].[Na+].Cl, predict the reaction product. (6) The product is: [CH2:35]([O:37][C:38](=[O:48])[CH:39]([C:41]1[CH:46]=[CH:45][C:44]([C:21]2[CH:22]=[CH:23][C:18]([C:17]3[O:16][N:15]=[C:14]([CH3:33])[C:13]=3[NH:12][C:11]([O:10][CH:8]([C:3]3[CH:4]=[CH:5][CH:6]=[CH:7][C:2]=3[F:1])[CH3:9])=[O:34])=[CH:19][CH:20]=2)=[CH:43][CH:42]=1)[CH3:40])[CH3:36]. Given the reactants [F:1][C:2]1[CH:7]=[CH:6][CH:5]=[CH:4][C:3]=1[CH:8]([O:10][C:11](=[O:34])[NH:12][C:13]1[C:14]([CH3:33])=[N:15][O:16][C:17]=1[C:18]1[CH:23]=[CH:22][C:21](B2OC(C)(C)C(C)(C)O2)=[CH:20][CH:19]=1)[CH3:9].[CH2:35]([O:37][C:38](=[O:48])[CH:39]([C:41]1[CH:46]=[CH:45][C:44](Br)=[CH:43][CH:42]=1)[CH3:40])[CH3:36], predict the reaction product.